Dataset: Forward reaction prediction with 1.9M reactions from USPTO patents (1976-2016). Task: Predict the product of the given reaction. (1) Given the reactants [CH3:1][O:2][C:3]1[CH:8]=[CH:7][C:6]([CH2:9][CH2:10][CH2:11]O)=[CH:5][CH:4]=1.P(Br)(Br)[Br:14], predict the reaction product. The product is: [CH3:1][O:2][C:3]1[CH:8]=[CH:7][C:6]([CH2:9][CH2:10][CH2:11][Br:14])=[CH:5][CH:4]=1. (2) Given the reactants Cl[C:2]1[C:11]([CH3:12])=[C:10]([Cl:13])[C:9]2[C:4](=[CH:5][C:6]([F:15])=[CH:7][C:8]=2[F:14])[N:3]=1.O.[CH3:17][N:18]([C:20]1[CH:25]=[CH:24][C:23](B(O)O)=[CH:22][N:21]=1)[CH3:19].C(=O)([O-])[O-].[K+].[K+], predict the reaction product. The product is: [Cl:13][C:10]1[C:9]2[C:4](=[CH:5][C:6]([F:15])=[CH:7][C:8]=2[F:14])[N:3]=[C:2]([C:23]2[CH:24]=[CH:25][C:20]([N:18]([CH3:19])[CH3:17])=[N:21][CH:22]=2)[C:11]=1[CH3:12]. (3) The product is: [Si:24]([O:23][CH2:22][C:17]1[N:18]([CH3:21])[C:19]2[C:15]([CH:16]=1)=[CH:14][C:13]1[CH:31]([OH:32])[CH:3]=[CH:2][CH2:1][N:4]([C:5]([O:6][C:7]([CH3:10])([CH3:9])[CH3:8])=[O:11])[C:12]=1[CH:20]=2)([C:27]([CH3:30])([CH3:29])[CH3:28])([CH3:26])[CH3:25]. Given the reactants [CH2:1]([N:4]([C:12]1[CH:20]=[C:19]2[C:15]([CH:16]=[C:17]([CH2:22][O:23][Si:24]([C:27]([CH3:30])([CH3:29])[CH3:28])([CH3:26])[CH3:25])[N:18]2[CH3:21])=[CH:14][C:13]=1[CH:31]=[O:32])[C:5](=[O:11])[O:6][C:7]([CH3:10])([CH3:9])[CH3:8])[CH:2]=[CH2:3].C([Mg]Br)=CC, predict the reaction product. (4) Given the reactants Br[CH2:2][C:3]1[N:4]([CH3:19])[C:5]2[C:10]([N:11]=1)=[C:9]([N:12]1[CH2:17][CH2:16][O:15][CH2:14][CH2:13]1)[N:8]=[C:7]([Cl:18])[N:6]=2.[CH3:20][O:21][P:22]([O:25]C)[O:23][CH3:24], predict the reaction product. The product is: [CH3:20][O:21][P:22]([CH2:2][C:3]1[N:4]([CH3:19])[C:5]2[C:10]([N:11]=1)=[C:9]([N:12]1[CH2:17][CH2:16][O:15][CH2:14][CH2:13]1)[N:8]=[C:7]([Cl:18])[N:6]=2)(=[O:25])[O:23][CH3:24]. (5) Given the reactants [CH2:1]([NH:4][C:5]1[C:6]2[S:14][CH:13]=[C:12]([C:15]3[CH:20]=[CH:19][CH:18]=[CH:17][CH:16]=3)[C:7]=2[N:8]=[C:9](Cl)[N:10]=1)[CH:2]=[CH2:3].[CH2:21]([NH2:24])[CH:22]=[CH2:23].C(=O)([O-])O.[Na+], predict the reaction product. The product is: [CH2:21]([NH:24][C:9]1[N:10]=[C:5]([NH:4][CH2:1][CH:2]=[CH2:3])[C:6]2[S:14][CH:13]=[C:12]([C:15]3[CH:20]=[CH:19][CH:18]=[CH:17][CH:16]=3)[C:7]=2[N:8]=1)[CH:22]=[CH2:23]. (6) The product is: [CH2:16]([O:15][CH2:14][C@@H:13]([O:23][CH3:24])[CH2:12][CH2:11][CH:10]([C:25]1[NH:27][C:32](=[O:33])[C:31]([OH:41])=[C:30]([C:36]([O:38][CH3:39])=[O:37])[N:26]=1)[N:7]([C:6]([O:5][C:1]([CH3:4])([CH3:3])[CH3:2])=[O:29])[CH2:8][CH3:9])[C:17]1[CH:22]=[CH:21][CH:20]=[CH:19][CH:18]=1. Given the reactants [C:1]([O:5][C:6](=[O:29])[N:7]([CH:10]([C:25]([NH:27]O)=[NH:26])[CH2:11][CH2:12][C@H:13]([O:23][CH3:24])[CH2:14][O:15][CH2:16][C:17]1[CH:22]=[CH:21][CH:20]=[CH:19][CH:18]=1)[CH2:8][CH3:9])([CH3:4])([CH3:3])[CH3:2].[C:30]([C:36]([O:38][CH3:39])=[O:37])#[C:31][C:32](OC)=[O:33].C[OH:41], predict the reaction product.